Dataset: Reaction yield outcomes from USPTO patents with 853,638 reactions. Task: Predict the reaction yield, written as a fraction of the theoretical maximum amount of product (1.0 means a 100% yield; for example, 0.34 means a 34% yield). (1) The reactants are [C:1]([O:5][C:6](=[O:35])[NH:7][C:8]1([C:12]2[CH:17]=[CH:16][C:15]([C:18]3[C:19]([C:29]4[CH:34]=[CH:33][CH:32]=[CH:31][CH:30]=4)=[CH:20][C:21]4[NH:26][C:25](=S)[CH2:24][O:23][C:22]=4[N:28]=3)=[CH:14][CH:13]=2)[CH2:11][CH2:10][CH2:9]1)([CH3:4])([CH3:3])[CH3:2].[C:36]([NH:44][NH2:45])(=O)[C:37]1[CH:42]=[CH:41][N:40]=[CH:39][CH:38]=1. The catalyst is CC1C=CC(C)=CC=1. The product is [C:29]1([C:19]2[C:18]([C:15]3[CH:16]=[CH:17][C:12]([C:8]4([NH:7][C:6](=[O:35])[O:5][C:1]([CH3:4])([CH3:3])[CH3:2])[CH2:11][CH2:10][CH2:9]4)=[CH:13][CH:14]=3)=[N:28][C:22]3[O:23][CH2:24][C:25]4[N:26]([C:36]([C:37]5[CH:42]=[CH:41][N:40]=[CH:39][CH:38]=5)=[N:44][N:45]=4)[C:21]=3[CH:20]=2)[CH:34]=[CH:33][CH:32]=[CH:31][CH:30]=1. The yield is 0.120. (2) The reactants are Cl[C:2]1[N:11]=[C:10]([N:12]2[CH2:17][CH2:16][O:15][CH2:14][CH2:13]2)[C:9]2[C:4](=[CH:5][C:6]([C:18]3[O:22][C:21]([C:23]#[N:24])=[CH:20][CH:19]=3)=[CH:7][CH:8]=2)[N:3]=1.[F:25][C:26]1[CH:27]=[C:28]([NH:41][C:42](=[O:55])[NH:43][C:44]2[CH:54]=[CH:53][C:47]([C:48]([N:50]([CH3:52])[CH3:51])=[O:49])=[CH:46][CH:45]=2)[CH:29]=[CH:30][C:31]=1B1OC(C)(C)C(C)(C)O1.C(=O)([O-])[O-].[Cs+].[Cs+].CN(C=O)C. The catalyst is Cl[Pd](Cl)([P](C1C=CC=CC=1)(C1C=CC=CC=1)C1C=CC=CC=1)[P](C1C=CC=CC=1)(C1C=CC=CC=1)C1C=CC=CC=1.O. The product is [C:23]([C:21]1[O:22][C:18]([C:6]2[CH:5]=[C:4]3[C:9]([C:10]([N:12]4[CH2:17][CH2:16][O:15][CH2:14][CH2:13]4)=[N:11][C:2]([C:31]4[CH:30]=[CH:29][C:28]([NH:41][C:42](=[O:55])[NH:43][C:44]5[CH:54]=[CH:53][C:47]([C:48]([N:50]([CH3:52])[CH3:51])=[O:49])=[CH:46][CH:45]=5)=[CH:27][C:26]=4[F:25])=[N:3]3)=[CH:8][CH:7]=2)=[CH:19][CH:20]=1)#[N:24]. The yield is 0.0600. (3) The reactants are [CH3:1][CH:2](O)[CH2:3][C:4]1[C:12]2[C:7](=[CH:8][CH:9]=[C:10](Br)[CH:11]=2)[NH:6]C=1.[CH2:15](N(CC)CC)[CH3:16].[C-]#N.[K+]. The catalyst is C(Cl)Cl.S(Cl)(C)(=O)=O.CS(C)=O. The product is [CH3:15][CH2:16][CH2:1][CH2:2][CH2:3][CH2:4][CH2:12][CH2:11][CH2:10][CH2:9][CH2:8][C:7]#[N:6]. The yield is 0.750. (4) The product is [OH:1][C:2]1[CH:3]=[C:4]2[C:9](=[CH:10][CH:11]=1)[C:8](=[O:12])[N:7]([C:13]1[CH:14]=[CH:15][C:16]([OH:19])=[CH:17][CH:18]=1)[CH:6]=[C:5]2[C:20]1[CH:29]=[CH:28][C:23]([C:24]([OH:26])=[O:25])=[CH:22][CH:21]=1. The yield is 0.632. The reactants are [OH:1][C:2]1[CH:3]=[C:4]2[C:9](=[CH:10][CH:11]=1)[C:8](=[O:12])[N:7]([C:13]1[CH:18]=[CH:17][C:16]([OH:19])=[CH:15][CH:14]=1)[CH:6]=[C:5]2[C:20]1[CH:29]=[CH:28][C:23]([C:24]([O:26]C)=[O:25])=[CH:22][CH:21]=1.B(Br)(Br)Br. The catalyst is C1(C)C=CC=C(C)C=1. (5) The reactants are [Br:1][C:2]1[CH:3]=[C:4]([N:8]2[C:16]3[CH:15]=[C:14](Cl)[N:13]=[CH:12][C:11]=3[C:10]([C:18]([O:20]C)=[O:19])=[N:9]2)[CH:5]=[CH:6][CH:7]=1.[O-:22][CH2:23][CH3:24].[Na+].CN(C=O)C.Cl. The catalyst is C(O)C. The product is [Br:1][C:2]1[CH:3]=[C:4]([N:8]2[C:16]3[CH:15]=[C:14]([O:22][CH2:23][CH3:24])[N:13]=[CH:12][C:11]=3[C:10]([C:18]([OH:20])=[O:19])=[N:9]2)[CH:5]=[CH:6][CH:7]=1. The yield is 0.740. (6) The reactants are [CH3:1][O:2][C:3]1[CH:8]=[C:7]([O:9][CH3:10])[N:6]=[C:5]([CH2:11][C:12](=O)[CH3:13])[N:4]=1.Cl.[CH2:16]([C:18]1[CH:23]=[CH:22][CH:21]=[CH:20][C:19]=1[NH:24]N)[CH3:17]. The catalyst is [Cl-].[Zn+2].[Cl-].C1(C)C=CC=CC=1. The product is [CH3:1][O:2][C:3]1[CH:8]=[C:7]([O:9][CH3:10])[N:6]=[C:5]([C:11]2[C:20]3[C:19](=[C:18]([CH2:16][CH3:17])[CH:23]=[CH:22][CH:21]=3)[NH:24][C:12]=2[CH3:13])[N:4]=1. The yield is 0.803.